This data is from Reaction yield outcomes from USPTO patents with 853,638 reactions. The task is: Predict the reaction yield, written as a fraction of the theoretical maximum amount of product (1.0 means a 100% yield; for example, 0.34 means a 34% yield). (1) The reactants are Br[C:2]1[CH:3]=[C:4]2[C:8](=[CH:9][C:10]=1[NH:11][C:12]([C:14]1[C:23](=[O:24])[C:22]3[C:17](=[CH:18][CH:19]=[CH:20][CH:21]=3)[NH:16][CH:15]=1)=[O:13])[NH:7][CH:6]=[CH:5]2.[C:25]1(B(O)O)[CH:30]=[CH:29][CH:28]=[CH:27][CH:26]=1.C([O-])([O-])=O.[K+].[K+]. The catalyst is CN(C=O)C.C1C=CC(P(C2C=CC=CC=2)[C-]2C=CC=C2)=CC=1.C1C=CC(P(C2C=CC=CC=2)[C-]2C=CC=C2)=CC=1.Cl[Pd]Cl.[Fe+2]. The product is [O:24]=[C:23]1[C:22]2[C:17](=[CH:18][CH:19]=[CH:20][CH:21]=2)[NH:16][CH:15]=[C:14]1[C:12]([NH:11][C:10]1[CH:9]=[C:8]2[C:4](=[CH:5][CH:6]=[N:7]2)[CH2:3][C:2]=1[C:25]1[CH:30]=[CH:29][CH:28]=[CH:27][CH:26]=1)=[O:13]. The yield is 0.130. (2) The reactants are [CH3:1][O:2][C:3]1[CH:8]=[CH:7][CH:6]=[CH:5][C:4]=1Cl.[C:10]([C:14]1[CH:19]=[CH:18][CH:17]=[CH:16][CH:15]=1)(=[O:13])[CH2:11][CH3:12].C(O[Na])(C)(C)C. The product is [CH3:1][O:2][C:3]1[CH:8]=[CH:7][CH:6]=[CH:5][C:4]=1[CH:11]([CH3:12])[C:10]([C:14]1[CH:19]=[CH:18][CH:17]=[CH:16][CH:15]=1)=[O:13]. The catalyst is C1(C)C=CC=CC=1.C([O-])(=O)C.[Pd+2].C([O-])(=O)C.COC1C=CC=C(N(C)C2C=CC=CC=2)C=1P(C1CCCCC1)C1CCCCC1. The yield is 0.800. (3) The reactants are C(OC([N:8]1[C:12]([C:13]2[CH:18]=[CH:17][C:16]([NH:19][S:20]([CH2:23][CH3:24])(=[O:22])=[O:21])=[CH:15][CH:14]=2)=[CH:11][CH:10]=[C:9]1[C:25]#[N:26])=O)(C)(C)C. The catalyst is CC(N(C)C)=O. The product is [C:25]([C:9]1[NH:8][C:12]([C:13]2[CH:14]=[CH:15][C:16]([NH:19][S:20]([CH2:23][CH3:24])(=[O:22])=[O:21])=[CH:17][CH:18]=2)=[CH:11][CH:10]=1)#[N:26]. The yield is 0.900. (4) The reactants are [NH2:1][C:2]1[N:7]=[CH:6][C:5]([C:8]2[CH:9]=[N:10][N:11]([CH2:13][CH:14]3[CH2:16][CH:15]3[C:17]([O:19]CC)=[O:18])[CH:12]=2)=[CH:4][C:3]=1[O:22][CH:23]([C:25]1[C:30]([Cl:31])=[CH:29][CH:28]=[C:27]([F:32])[C:26]=1[Cl:33])[CH3:24].[OH-].[Na+]. The catalyst is CO. The product is [NH2:1][C:2]1[N:7]=[CH:6][C:5]([C:8]2[CH:9]=[N:10][N:11]([CH2:13][CH:14]3[CH2:16][CH:15]3[C:17]([OH:19])=[O:18])[CH:12]=2)=[CH:4][C:3]=1[O:22][CH:23]([C:25]1[C:30]([Cl:31])=[CH:29][CH:28]=[C:27]([F:32])[C:26]=1[Cl:33])[CH3:24]. The yield is 0.920. (5) The reactants are C([O:3][C:4]([C@@H:6]1[C@@H:8]([C:9](=[O:27])[NH:10][C@@H:11]([CH2:23][CH:24]([CH3:26])[CH3:25])[C:12]([NH:14][C:15]2[C:20]([F:21])=[CH:19][CH:18]=[CH:17][C:16]=2[F:22])=[O:13])[O:7]1)=[O:5])C.[Li+].[OH-]. No catalyst specified. The product is [F:22][C:16]1[CH:17]=[CH:18][CH:19]=[C:20]([F:21])[C:15]=1[NH:14][C:12](=[O:13])[C@@H:11]([NH:10][C:9]([C@H:8]1[O:7][C@@H:6]1[C:4]([OH:5])=[O:3])=[O:27])[CH2:23][CH:24]([CH3:26])[CH3:25]. The yield is 0.770. (6) The reactants are [Cl:1][C:2]1[CH:3]=[CH:4][C:5]([S:9][CH3:10])=[C:6]([NH2:8])[CH:7]=1.[O:11]1[CH:15]=[CH:14][CH:13]=[C:12]1[S:16](Cl)(=[O:18])=[O:17]. The product is [Cl:1][C:2]1[CH:3]=[CH:4][C:5]([S:9][CH3:10])=[C:6]([NH:8][S:16]([C:12]2[O:11][CH:15]=[CH:14][CH:13]=2)(=[O:18])=[O:17])[CH:7]=1. The yield is 0.470. No catalyst specified. (7) The reactants are [OH-].[K+].[Cl:3][C:4]1[CH:9]=[C:8]([N+:10]([O-:12])=[O:11])[CH:7]=[CH:6][C:5]=1F.[N:14]1[CH:19]=[CH:18][N:17]=[CH:16][C:15]=1[CH2:20][OH:21]. The catalyst is [Br-].C([N+](CCCC)(CCCC)CCCC)CCC.ClCCl. The product is [Cl:3][C:4]1[CH:9]=[C:8]([N+:10]([O-:12])=[O:11])[CH:7]=[CH:6][C:5]=1[O:21][CH2:20][C:15]1[CH:16]=[N:17][CH:18]=[CH:19][N:14]=1. The yield is 0.400. (8) The reactants are [Br:1][C:2]1[CH:3]=[N:4][CH:5]=[C:6]([Br:9])[C:7]=1Cl.[NH:10]([CH2:13][CH3:14])[CH2:11][CH3:12].C(N(CC)C=O)C. The catalyst is CCOC(C)=O. The product is [Br:1][C:2]1[CH:3]=[N:4][CH:5]=[C:6]([Br:9])[C:7]=1[N:10]([CH2:13][CH3:14])[CH2:11][CH3:12]. The yield is 0.940.